From a dataset of Forward reaction prediction with 1.9M reactions from USPTO patents (1976-2016). Predict the product of the given reaction. (1) The product is: [CH2:1]([O:3][C:4]([C:6]1[CH:7]=[CH:8][C:9]([C:12]2[CH:13]=[C:14]([C:19](=[O:21])[NH:22][C:23]3[CH:24]=[CH:25][C:26]([N:29]4[CH2:34][CH2:33][O:32][CH2:31][CH2:30]4)=[CH:27][CH:28]=3)[CH:15]=[CH:16][C:17]=2[Cl:18])=[CH:10][CH:11]=1)=[O:5])[CH3:2]. Given the reactants [CH2:1]([O:3][C:4]([C:6]1[CH:11]=[CH:10][C:9]([C:12]2[C:17]([Cl:18])=[CH:16][CH:15]=[C:14]([C:19]([OH:21])=O)[CH:13]=2)=[CH:8][CH:7]=1)=[O:5])[CH3:2].[NH2:22][C:23]1[CH:28]=[CH:27][C:26]([N:29]2[CH2:34][CH2:33][O:32][CH2:31][CH2:30]2)=[CH:25][CH:24]=1.CCN=C=NCCCN(C)C.C1C=CC2N(O)N=NC=2C=1.CN1CCOCC1, predict the reaction product. (2) Given the reactants [OH-].[Na+].[NH:3]([C:10]1[N:19]([C:20]2[CH:25]=[CH:24][CH:23]=[CH:22][CH:21]=2)[C:18]2[N:17]=[C:16]([S:26][CH2:27][C:28]([O:30]CC)=[O:29])[CH:15]=[C:14]([C:33]([F:36])([F:35])[F:34])[C:13]=2[C:12](=[O:37])[CH:11]=1)[C:4]1[CH:9]=[CH:8][CH:7]=[CH:6][CH:5]=1, predict the reaction product. The product is: [NH:3]([C:10]1[N:19]([C:20]2[CH:25]=[CH:24][CH:23]=[CH:22][CH:21]=2)[C:18]2[N:17]=[C:16]([S:26][CH2:27][C:28]([OH:30])=[O:29])[CH:15]=[C:14]([C:33]([F:36])([F:35])[F:34])[C:13]=2[C:12](=[O:37])[CH:11]=1)[C:4]1[CH:5]=[CH:6][CH:7]=[CH:8][CH:9]=1. (3) Given the reactants [N:1]1([C:6]2[C:7]([C:12]#[N:13])=[N:8][CH:9]=[CH:10][CH:11]=2)[CH:5]=[N:4][N:3]=[N:2]1, predict the reaction product. The product is: [N:1]1([C:6]2[C:7]([CH2:12][NH2:13])=[N:8][CH:9]=[CH:10][CH:11]=2)[CH:5]=[N:4][N:3]=[N:2]1. (4) The product is: [CH3:34][N:29]([CH2:30][CH2:32][N:14]1[C:15]2[C:11](=[CH:10][CH:9]=[C:8]([C:2]3([OH:1])[CH2:7][CH2:6][S:5][CH2:4][CH2:3]3)[CH:16]=2)[CH:12]=[CH:13]1)[CH3:27]. Given the reactants [OH:1][C:2]1([C:8]2[CH:16]=[C:15]3[C:11]([CH:12]=[CH:13][NH:14]3)=[CH:10][CH:9]=2)[CH2:7][CH2:6][S:5][CH2:4][CH2:3]1.BrC1C=C2C(C=C([CH:27]([NH:29][CH:30]3[CH2:32]C3)C)N2)=CC=1.[Li][CH2:34]CCC.S1CCC(=O)CC1, predict the reaction product.